Dataset: Full USPTO retrosynthesis dataset with 1.9M reactions from patents (1976-2016). Task: Predict the reactants needed to synthesize the given product. (1) Given the product [CH2:17]([O:16][C:13]1[CH:12]=[CH:11][C:10]([C:8]2[O:7][N:6]=[C:5]([C:3]([OH:4])=[O:2])[CH:9]=2)=[CH:15][CH:14]=1)[C:18]1[CH:23]=[CH:22][CH:21]=[CH:20][CH:19]=1, predict the reactants needed to synthesize it. The reactants are: C[O:2][C:3]([C:5]1[CH:9]=[C:8]([C:10]2[CH:15]=[CH:14][C:13]([O:16][CH2:17][C:18]3[CH:23]=[CH:22][CH:21]=[CH:20][CH:19]=3)=[CH:12][CH:11]=2)[O:7][N:6]=1)=[O:4].O.[OH-].[Li+]. (2) Given the product [O:21]=[C:20]1[C:4]2[C:5]3[C:6](=[C:7]([C:11]4[CH:12]=[CH:13][CH:14]=[CH:15][CH:16]=4)[NH:8][C:9]=3[CH:10]=[C:2]([NH:1][C:22](=[O:26])[CH2:23][CH2:24][CH3:25])[CH:3]=2)[CH:17]=[N:18][NH:19]1, predict the reactants needed to synthesize it. The reactants are: [NH2:1][C:2]1[CH:3]=[C:4]2[C:20](=[O:21])[NH:19][N:18]=[CH:17][C:6]3=[C:7]([C:11]4[CH:16]=[CH:15][CH:14]=[CH:13][CH:12]=4)[NH:8][C:9]([CH:10]=1)=[C:5]23.[C:22](O)(=[O:26])[CH2:23][CH2:24][CH3:25].C(N(CC)CC)C.F[P-](F)(F)(F)(F)F.N1(OC(N(C)C)=[N+](C)C)C2N=CC=CC=2N=N1. (3) Given the product [NH2:17][C:15](=[O:16])[CH2:14][CH2:13][N:11]([CH3:12])[S:8]([C:5]1[N:6]=[CH:7][C:2]([C:23]2[C:22]3[C:26](=[CH:27][C:19]([F:18])=[CH:20][CH:21]=3)[N:25]([C:28]([O:30][C:31]([CH3:34])([CH3:33])[CH3:32])=[O:29])[CH:24]=2)=[CH:3][CH:4]=1)(=[O:10])=[O:9], predict the reactants needed to synthesize it. The reactants are: Br[C:2]1[CH:3]=[CH:4][C:5]([S:8]([N:11]([CH2:13][CH2:14][C:15]([NH2:17])=[O:16])[CH3:12])(=[O:10])=[O:9])=[N:6][CH:7]=1.[F:18][C:19]1[CH:27]=[C:26]2[C:22]([C:23](B3OC(C)(C)C(C)(C)O3)=[CH:24][N:25]2[C:28]([O:30][C:31]([CH3:34])([CH3:33])[CH3:32])=[O:29])=[CH:21][CH:20]=1. (4) Given the product [CH3:15][N:12]1[CH2:13][CH2:14][CH:9]([O:8][C:4]2[N:3]=[C:2]([NH2:35])[CH:7]=[CH:6][CH:5]=2)[CH2:10][CH2:11]1, predict the reactants needed to synthesize it. The reactants are: Cl[C:2]1[CH:7]=[CH:6][CH:5]=[C:4]([O:8][CH:9]2[CH2:14][CH2:13][N:12]([CH3:15])[CH2:11][CH2:10]2)[N:3]=1.CC(C)([O-])C.[Na+].C(=[NH:35])(C1C=CC=CC=1)C1C=CC=CC=1. (5) Given the product [CH3:1][O:2][C:3]1[C:10]([O:11][CH3:12])=[CH:9][CH:8]=[CH:7][C:4]=1[CH:5]1[CH:15]([C:16]([OH:18])=[O:17])[CH2:14][C:13](=[O:19])[O:6]1, predict the reactants needed to synthesize it. The reactants are: [CH3:1][O:2][C:3]1[C:10]([O:11][CH3:12])=[CH:9][CH:8]=[CH:7][C:4]=1[CH:5]=[O:6].[C:13]1(=[O:19])[O:18][C:16](=[O:17])[CH2:15][CH2:14]1.C(N(CC)CC)C.Cl. (6) The reactants are: [NH:1]1[CH:5]=[CH:4][CH:3]=[N:2]1.C(O[C:9]([C:11]1[C:15]([CH3:16])=[C:14]([NH2:17])[N:13]([C:18]2[CH:23]=[CH:22][CH:21]=[CH:20][CH:19]=2)[N:12]=1)=[O:10])C.[CH2:24](OC(=O)C(=O)C(C#N)C)[CH3:25].[NH2:35]C1N(C(OC(C)(C)C)=O)N=C(C(OC)=O)C=1.[F:52][C:53]1[CH:61]=[CH:60][CH:59]=[CH:58][C:54]=1[C:55](Cl)=[O:56].ClC1C=CC=CC=1C(Cl)=O.O=C1NC2C=CC=C[C:77]=2[C:76]([C:84]2[CH:89]=[CH:88]C=[CH:86][CH:85]=2)=NC1NC(C1C(C)=C(NC(=O)C2C=CC=CC=2Cl)N(C2C=CC=CN=2)N=1)=O. Given the product [N:2]1([C:3]2[CH:25]=[CH:24][N:1]=[CH:5][CH:4]=2)[CH2:77][CH2:76][CH:84]([CH2:89][CH2:88][NH:35][C:9]([C:11]2[C:15]([CH3:16])=[C:14]([NH:17][C:55](=[O:56])[C:54]3[CH:58]=[CH:59][CH:60]=[CH:61][C:53]=3[F:52])[N:13]([C:18]3[CH:19]=[CH:20][CH:21]=[CH:22][CH:23]=3)[N:12]=2)=[O:10])[CH2:85][CH2:86]1, predict the reactants needed to synthesize it. (7) Given the product [Br:8][C:9]1[N:10]=[C:11]([S:5][C:2]([CH3:4])([CH3:3])[CH3:1])[N:12]2[CH:17]=[CH:16][N:15]=[C:14]([NH2:18])[C:13]=12, predict the reactants needed to synthesize it. The reactants are: [CH3:1][C:2]([SH:5])([CH3:4])[CH3:3].[H-].[Na+].[Br:8][C:9]1[N:10]=[C:11](Br)[N:12]2[CH:17]=[CH:16][N:15]=[C:14]([NH2:18])[C:13]=12. (8) Given the product [CH3:35][C:36]1[CH:37]=[CH:38][C:39]([S:42]([O:45][CH2:46][CH:47]2[O:60][C:50]3[C:51]4[CH2:52][CH2:53][CH2:54][C:55]=4[C:56]([CH3:58])=[CH:57][C:49]=3[CH2:48]2)(=[O:44])=[O:43])=[CH:40][CH:41]=1, predict the reactants needed to synthesize it. The reactants are: S(C1C=CC(C)=CC=1)([O-])(=O)=O.[Si](OCC(O)CC1C=CC2CCCCC=2C=1O)(C(C)(C)C)(C)C.[CH3:35][C:36]1[CH:41]=[CH:40][C:39]([S:42]([O:45][CH2:46][CH:47]([OH:60])[CH2:48][C:49]2[C:50](O)=[C:51]3[C:55](=[C:56]([CH3:58])[CH:57]=2)[CH2:54][CH2:53][CH2:52]3)(=[O:44])=[O:43])=[CH:38][CH:37]=1.C1(P(C2C=CC=CC=2)C2C=CC=CC=2)C=CC=CC=1.CCOC(/N=N/C(OCC)=O)=O.C([Si](OCC1OC2C3CCCCC=3C=CC=2C1)(C)C)(C)(C)C.